Dataset: Reaction yield outcomes from USPTO patents with 853,638 reactions. Task: Predict the reaction yield, written as a fraction of the theoretical maximum amount of product (1.0 means a 100% yield; for example, 0.34 means a 34% yield). The reactants are [CH2:1]([C@@:3]1([C:10]2[CH:15]=[C:14]([N+:16]([O-:18])=[O:17])[CH:13]=[CH:12][C:11]=2[F:19])[CH2:8][CH2:7][S:6][C:5]([NH2:9])=[N:4]1)[CH3:2].CCN(CC)CC.[CH3:27][C:28]([O:31][C:32](O[C:32]([O:31][C:28]([CH3:30])([CH3:29])[CH3:27])=[O:33])=[O:33])([CH3:30])[CH3:29]. The catalyst is ClCCl. The product is [C:28]([O:31][C:32](=[O:33])[NH:9][C:5]1[S:6][CH2:7][CH2:8][C@@:3]([CH2:1][CH3:2])([C:10]2[CH:15]=[C:14]([N+:16]([O-:18])=[O:17])[CH:13]=[CH:12][C:11]=2[F:19])[N:4]=1)([CH3:30])([CH3:29])[CH3:27]. The yield is 0.880.